From a dataset of Reaction yield outcomes from USPTO patents with 853,638 reactions. Predict the reaction yield, written as a fraction of the theoretical maximum amount of product (1.0 means a 100% yield; for example, 0.34 means a 34% yield). (1) The reactants are [NH2:1][C:2]1[CH:10]=[CH:9][C:5]([C:6]([NH2:8])=[O:7])=[CH:4][CH:3]=1.P(=O)(O)(O)O.[N+]([O-])(O)=O.[N:20]([O-])=O.[Na+].[CH3:24][C:25](=[O:30])[CH2:26][C:27](=[O:29])[CH3:28].C([O-])(=O)C.[K+].C([O-])([O-])=O.[Na+].[Na+]. The catalyst is C(O)C. The product is [C:27]([C:26](=[N:20][NH:1][C:2]1[CH:10]=[CH:9][C:5]([C:6]([NH2:8])=[O:7])=[CH:4][CH:3]=1)[C:25](=[O:30])[CH3:24])(=[O:29])[CH3:28]. The yield is 0.250. (2) The reactants are [NH2:1][C:2]1[CH:39]=[CH:38][C:5]([O:6][CH2:7][CH2:8][O:9][CH2:10][CH2:11][O:12][CH2:13][CH2:14][O:15][CH2:16][CH2:17][NH:18][C:19]2[CH:27]=[CH:26][CH:25]=[C:24]3[C:20]=2[C:21](=[O:37])[N:22]([CH:29]2[CH2:34][CH2:33][C:32](=[O:35])[NH:31][C:30]2=[O:36])[C:23]3=[O:28])=[CH:4][CH:3]=1.[Cl:40][C:41]1[CH:46]=[CH:45][C:44]([C:47]2[C:53]3[C:54]([CH3:58])=[C:55]([CH3:57])[S:56][C:52]=3[N:51]3[C:59]([CH3:62])=[N:60][N:61]=[C:50]3[C@H:49]([CH2:63][C:64](O)=[O:65])[N:48]=2)=[CH:43][CH:42]=1.C(N(C(C)C)C(C)C)C.F[P-](F)(F)(F)(F)F.N1(OC(N(C)C)=[N+](C)C)C2N=CC=CC=2N=N1. The catalyst is CN(C)C=O.O. The product is [Cl:40][C:41]1[CH:42]=[CH:43][C:44]([C:47]2[C:53]3[C:54]([CH3:58])=[C:55]([CH3:57])[S:56][C:52]=3[N:51]3[C:59]([CH3:62])=[N:60][N:61]=[C:50]3[C@H:49]([CH2:63][C:64]([NH:1][C:2]3[CH:3]=[CH:4][C:5]([O:6][CH2:7][CH2:8][O:9][CH2:10][CH2:11][O:12][CH2:13][CH2:14][O:15][CH2:16][CH2:17][NH:18][C:19]4[CH:27]=[CH:26][CH:25]=[C:24]5[C:20]=4[C:21](=[O:37])[N:22]([CH:29]4[CH2:34][CH2:33][C:32](=[O:35])[NH:31][C:30]4=[O:36])[C:23]5=[O:28])=[CH:38][CH:39]=3)=[O:65])[N:48]=2)=[CH:45][CH:46]=1. The yield is 0.520. (3) The reactants are [CH:1]1([N:6]2[C:10]3[N:11]=[C:12]([NH:15][C:16]4[CH:24]=[CH:23][C:19]([C:20](O)=[O:21])=[CH:18][N:17]=4)[N:13]=[CH:14][C:9]=3[CH:8]=[C:7]2[C:25](=[O:29])[N:26]([CH3:28])[CH3:27])[CH2:5][CH2:4][CH2:3][CH2:2]1.[CH3:30][N:31]([CH3:40])[CH:32]1[CH:37]2[CH2:38][CH2:39][CH:33]1[CH2:34][NH:35][CH2:36]2. No catalyst specified. The product is [CH:1]1([N:6]2[C:10]3[N:11]=[C:12]([NH:15][C:16]4[CH:24]=[CH:23][C:19]([C:20]([N:35]5[CH2:36][CH:37]6[CH:32]([N:31]([CH3:40])[CH3:30])[CH:33]([CH2:39][CH2:38]6)[CH2:34]5)=[O:21])=[CH:18][N:17]=4)[N:13]=[CH:14][C:9]=3[CH:8]=[C:7]2[C:25]([N:26]([CH3:27])[CH3:28])=[O:29])[CH2:5][CH2:4][CH2:3][CH2:2]1. The yield is 0.140. (4) The reactants are [CH2:1]([O:3][CH:4]([O:34][CH2:35][CH3:36])[C:5]1[CH:10]=[CH:9][C:8]([CH:11]2[CH:20]([C:21]3[CH:26]=[CH:25][C:24]([F:27])=[CH:23][CH:22]=3)[C:19](=O)[C:18]3[C:17]([C:29]([O:31]CC)=O)=[CH:16][CH:15]=[CH:14][C:13]=3[NH:12]2)=[CH:7][CH:6]=1)[CH3:2].O.[NH2:38][NH2:39]. The catalyst is CO. The product is [CH2:1]([O:3][CH:4]([O:34][CH2:35][CH3:36])[C:5]1[CH:6]=[CH:7][C:8]([CH:11]2[NH:12][C:13]3[C:18]4[C:19](=[N:38][NH:39][C:29](=[O:31])[C:17]=4[CH:16]=[CH:15][CH:14]=3)[CH:20]2[C:21]2[CH:26]=[CH:25][C:24]([F:27])=[CH:23][CH:22]=2)=[CH:9][CH:10]=1)[CH3:2]. The yield is 0.760.